From a dataset of Catalyst prediction with 721,799 reactions and 888 catalyst types from USPTO. Predict which catalyst facilitates the given reaction. (1) Reactant: [Cl:1][C:2]1[C:3]([O:11][CH2:12][C:13]2[CH:18]=[CH:17][CH:16]=[C:15]([C:19]3[CH:28]=[CH:27][C:22]4[O:23][CH2:24][CH2:25][O:26][C:21]=4[CH:20]=3)[C:14]=2[CH3:29])=[CH:4][C:5]([OH:10])=[C:6]([CH:9]=1)[CH:7]=[O:8].Cl[CH2:31][C:32]1[CH:33]=[C:34]([CH:39]=[CH:40][C:41]=1[O:42][CH3:43])[C:35]([O:37][CH3:38])=[O:36].C(=O)([O-])[O-].[Cs+].[Cs+].[I-].[Na+]. Product: [Cl:1][C:2]1[C:3]([O:11][CH2:12][C:13]2[CH:18]=[CH:17][CH:16]=[C:15]([C:19]3[CH:28]=[CH:27][C:22]4[O:23][CH2:24][CH2:25][O:26][C:21]=4[CH:20]=3)[C:14]=2[CH3:29])=[CH:4][C:5]([O:10][CH2:31][C:32]2[CH:33]=[C:34]([CH:39]=[CH:40][C:41]=2[O:42][CH3:43])[C:35]([O:37][CH3:38])=[O:36])=[C:6]([CH:7]=[O:8])[CH:9]=1. The catalyst class is: 42. (2) Reactant: [C:1]1([C:7]2[N:12]=[C:11]([NH:13][C:14]([C:16]3([C:19]4[CH:29]=[CH:28][C:22]5[O:23][C:24]([F:27])([F:26])[O:25][C:21]=5[CH:20]=4)[CH2:18][CH2:17]3)=[O:15])[CH:10]=[CH:9][C:8]=2[CH3:30])[CH2:6][CH2:5][CH2:4][CH2:3][CH:2]=1.[H][H]. Product: [CH:1]1([C:7]2[N:12]=[C:11]([NH:13][C:14]([C:16]3([C:19]4[CH:29]=[CH:28][C:22]5[O:23][C:24]([F:27])([F:26])[O:25][C:21]=5[CH:20]=4)[CH2:18][CH2:17]3)=[O:15])[CH:10]=[CH:9][C:8]=2[CH3:30])[CH2:2][CH2:3][CH2:4][CH2:5][CH2:6]1. The catalyst class is: 43. (3) Reactant: [C:1]([O:5][C:6](=[O:36])[NH:7][C:8]1[CH:13]=[CH:12][C:11]([CH2:14][CH2:15][C:16]2[N:17]=[C:18]([NH:32]C(=O)C)[S:19][C:20]=2[CH2:21][C:22]2[CH:27]=[CH:26][C:25]([S:28]([CH3:31])(=[O:30])=[O:29])=[CH:24][CH:23]=2)=[CH:10][CH:9]=1)([CH3:4])([CH3:3])[CH3:2].[OH-].[Na+]. Product: [C:1]([O:5][C:6](=[O:36])[NH:7][C:8]1[CH:9]=[CH:10][C:11]([CH2:14][CH2:15][C:16]2[N:17]=[C:18]([NH2:32])[S:19][C:20]=2[CH2:21][C:22]2[CH:23]=[CH:24][C:25]([S:28]([CH3:31])(=[O:30])=[O:29])=[CH:26][CH:27]=2)=[CH:12][CH:13]=1)([CH3:4])([CH3:2])[CH3:3]. The catalyst class is: 14. (4) Reactant: [H-].[Na+].[C:3]([O:9][CH2:10]C)(=[O:8])[CH2:4][C:5]([CH3:7])=[O:6].Br[CH2:13][C:14]1[CH:23]=[CH:22][C:17]([C:18]([O:20][CH3:21])=[O:19])=[CH:16][C:15]=1[O:24][CH3:25]. Product: [CH3:25][O:24][C:15]1[CH:16]=[C:17]([CH:22]=[CH:23][C:14]=1[CH2:13][CH:4]([C:3]([O:9][CH3:10])=[O:8])[C:5](=[O:6])[CH3:7])[C:18]([O:20][CH3:21])=[O:19]. The catalyst class is: 1. (5) Reactant: ClC1C=CC=C(C(OO)=[O:9])C=1.[F:12][C:13]1[CH:18]=[CH:17][C:16]([C:19]2[CH:24]=[CH:23][N:22]=[CH:21][CH:20]=2)=[CH:15][CH:14]=1. Product: [F:12][C:13]1[CH:14]=[CH:15][C:16]([C:19]2[CH:20]=[CH:21][N+:22]([O-:9])=[CH:23][CH:24]=2)=[CH:17][CH:18]=1. The catalyst class is: 22.